Dataset: Forward reaction prediction with 1.9M reactions from USPTO patents (1976-2016). Task: Predict the product of the given reaction. Given the reactants [S:1](F)(=[O:10])([C:3]1[CH:8]=[CH:7][C:6]([NH2:9])=[CH:5][CH:4]=1)=[O:2].[N:12]1([CH2:18][CH2:19][CH2:20][NH2:21])[CH2:16][CH2:15][CH2:14][C:13]1=[O:17].C(N(CC)CC)C, predict the reaction product. The product is: [N:12]1([CH2:18][CH2:19][CH2:20][NH:21][S:1]([C:3]2[CH:8]=[CH:7][C:6]([NH2:9])=[CH:5][CH:4]=2)(=[O:10])=[O:2])[CH2:16][CH2:15][CH2:14][C:13]1=[O:17].